Task: Predict the product of the given reaction.. Dataset: Forward reaction prediction with 1.9M reactions from USPTO patents (1976-2016) (1) Given the reactants [C:1]([O:5][C:6]([N:8]1[CH2:13][CH2:12][CH:11]([OH:14])[CH2:10][CH2:9]1)=[O:7])([CH3:4])([CH3:3])[CH3:2].[CH3:15][C:16]1[CH:25]=[C:24]([N+:26]([O-:28])=[O:27])[CH:23]=[C:18]([C:19]([O:21][CH3:22])=[O:20])[C:17]=1O.C1(P(C2C=CC=CC=2)C2C=CC=CC=2)C=CC=CC=1.N(C(OCC)=O)=NC(OCC)=O, predict the reaction product. The product is: [C:1]([O:5][C:6]([N:8]1[CH2:13][CH2:12][CH:11]([O:14][C:17]2[C:16]([CH3:15])=[CH:25][C:24]([N+:26]([O-:28])=[O:27])=[CH:23][C:18]=2[C:19]([O:21][CH3:22])=[O:20])[CH2:10][CH2:9]1)=[O:7])([CH3:4])([CH3:2])[CH3:3]. (2) Given the reactants [CH2:1]([CH:4]1[CH2:10][N:9]([CH:11]2[CH2:15][CH2:14][CH2:13][CH2:12]2)[C:8]2[N:16]=[C:17](Cl)[N:18]=[CH:19][C:7]=2[N:6]([CH3:21])[C:5]1=[O:22])[CH:2]=[CH2:3].[NH2:23][C:24]1[CH:32]=[CH:31][C:27]([C:28]([OH:30])=[O:29])=[CH:26][C:25]=1[O:33][CH3:34].O.C1(C)C=CC(S(O)(=O)=O)=CC=1, predict the reaction product. The product is: [CH:11]1([N:9]2[CH2:10][CH:4]([CH2:1][C:2]#[CH:3])[C:5](=[O:22])[N:6]([CH3:21])[C:7]3[CH:19]=[N:18][C:17]([NH:23][C:24]4[CH:32]=[CH:31][C:27]([C:28]([OH:30])=[O:29])=[CH:26][C:25]=4[O:33][CH3:34])=[N:16][C:8]2=3)[CH2:15][CH2:14][CH2:13][CH2:12]1. (3) Given the reactants [N:1]12[CH2:8][CH2:7][CH:4]([CH2:5][CH2:6]1)[C@@H:3]([NH:9][C:10]([C:12]1[S:13][C:14](Br)=[CH:15][CH:16]=1)=[O:11])[CH2:2]2.[CH:18]([C:20]1[CH:21]=[C:22](B(O)O)[CH:23]=[CH:24][CH:25]=1)=[O:19].C(=O)([O-])[O-].[Na+].[Na+].C(O)C, predict the reaction product. The product is: [N:1]12[CH2:8][CH2:7][CH:4]([CH2:5][CH2:6]1)[C@@H:3]([NH:9][C:10]([C:12]1[S:13][C:14]([C:24]3[CH:23]=[CH:22][CH:21]=[C:20]([CH:18]=[O:19])[CH:25]=3)=[CH:15][CH:16]=1)=[O:11])[CH2:2]2. (4) Given the reactants [CH3:1][O:2][CH2:3][CH2:4][O:5][C:6]1[CH:11]=[C:10]2[C:12]([NH:16][C:17]3[CH:22]=[C:21]([C:23]#[CH:24])[CH:20]=[CH:19][CH:18]=3)=[N:13][CH:14]=[N:15][C:9]2=[CH:8][C:7]=1[O:25][CH2:26][CH2:27][O:28][CH3:29].O1CCOCC1.[ClH:36], predict the reaction product. The product is: [CH3:1][O:2][CH2:3][CH2:4][O:5][C:6]1[CH:11]=[C:10]2[C:12]([NH:16][C:17]3[CH:18]=[CH:19][CH:20]=[C:21]([C:23]#[CH:24])[CH:22]=3)=[N:13][CH:14]=[N:15][C:9]2=[CH:8][C:7]=1[O:25][CH2:26][CH2:27][O:28][CH3:29].[ClH:36]. (5) Given the reactants [Br:1][C:2]1[CH:3]=[C:4]2[C:9](=[CH:10][CH:11]=1)[O:8][C:7]([C:12]([OH:14])=O)=[CH:6][C:5]2=[O:15].Cl.[CH3:17][NH:18][O:19][CH3:20], predict the reaction product. The product is: [Br:1][C:2]1[CH:3]=[C:4]2[C:9](=[CH:10][CH:11]=1)[O:8][C:7]([C:12]([N:18]([O:19][CH3:20])[CH3:17])=[O:14])=[CH:6][C:5]2=[O:15]. (6) Given the reactants [Cl:1][CH2:2][CH2:3][CH2:4][N:5]1[C:13]2[C:8](=[CH:9][CH:10]=[CH:11][C:12]=2[O:14][CH:15]([CH3:17])[CH3:16])[CH:7]=[CH:6]1.[N:18]([CH2:21][C:22]1[CH:27]=[CH:26][CH:25]=[C:24]([CH3:28])[CH:23]=1)=[C:19]=[O:20], predict the reaction product. The product is: [Cl:1][CH2:2][CH2:3][CH2:4][N:5]1[C:13]2[C:8](=[CH:9][CH:10]=[CH:11][C:12]=2[O:14][CH:15]([CH3:17])[CH3:16])[C:7]([C:19]([NH:18][CH2:21][C:22]2[CH:27]=[CH:26][CH:25]=[C:24]([CH3:28])[CH:23]=2)=[O:20])=[CH:6]1. (7) Given the reactants [Br:1][C:2]1[CH:3]=[C:4]2[C:8](=[CH:9][CH:10]=1)[N:7]([S:11]([C:14]1[CH:19]=[CH:18][C:17]([O:20][CH3:21])=[CH:16][C:15]=1[Br:22])(=[O:13])=[O:12])[CH:6]=[C:5]2[CH2:23]Cl.[NH:25]1[CH2:31][CH2:30][CH2:29][NH:28][CH2:27][CH2:26]1, predict the reaction product. The product is: [Br:1][C:2]1[CH:3]=[C:4]2[C:8](=[CH:9][CH:10]=1)[N:7]([S:11]([C:14]1[CH:19]=[CH:18][C:17]([O:20][CH3:21])=[CH:16][C:15]=1[Br:22])(=[O:13])=[O:12])[CH:6]=[C:5]2[CH2:23][N:25]1[CH2:31][CH2:30][CH2:29][NH:28][CH2:27][CH2:26]1.